From a dataset of Catalyst prediction with 721,799 reactions and 888 catalyst types from USPTO. Predict which catalyst facilitates the given reaction. (1) Reactant: [CH3:1][C:2]1[NH:7][C:6](=[S:8])[C:5]([C:9]#[N:10])=[C:4]([C:11]([F:14])([F:13])[F:12])[CH:3]=1.Br[CH2:16][C:17]([O:19][CH2:20][CH3:21])=[O:18].[O-]CC.[Na+]. The catalyst class is: 8. Product: [NH2:10][C:9]1[C:5]2[C:6](=[N:7][C:2]([CH3:1])=[CH:3][C:4]=2[C:11]([F:14])([F:12])[F:13])[S:8][C:16]=1[C:17]([O:19][CH2:20][CH3:21])=[O:18]. (2) Reactant: [Cl:1][C:2]1[CH:7]=[CH:6][C:5]([C:8]2[C:9]([C:14](N(OC)C)=[O:15])=[N:10][CH:11]=[CH:12][N:13]=2)=[CH:4][CH:3]=1.CC(C[AlH]CC(C)C)C.C(OCC)(=O)C.[NH4+].[Cl-]. Product: [Cl:1][C:2]1[CH:3]=[CH:4][C:5]([C:8]2[C:9]([CH:14]=[O:15])=[N:10][CH:11]=[CH:12][N:13]=2)=[CH:6][CH:7]=1. The catalyst class is: 1. (3) Reactant: [H-].[Al+3].[Li+].[H-].[H-].[H-].[OH:7][CH2:8][C@H:9]1[CH2:14][NH:13][CH2:12][CH2:11][N:10]1[C:15](OC(C)(C)C)=O. Product: [CH3:15][N:10]1[CH2:11][CH2:12][NH:13][CH2:14][C@@H:9]1[CH2:8][OH:7]. The catalyst class is: 1. (4) Reactant: [C:1]([O:5][C:6]([N:8]1[CH2:12][C@@H:11]([O:13][C:14]2[C:23]3[C:18](=[C:19]([Cl:26])[C:20]([O:24][CH3:25])=[CH:21][CH:22]=3)[N:17]=[C:16]([C:27]3[S:28][CH:29]=[C:30]([CH:32]([CH3:34])[CH3:33])[N:31]=3)[CH:15]=2)[CH2:10][C@H:9]1[C:35]([OH:37])=O)=[O:7])([CH3:4])([CH3:3])[CH3:2].F[B-](F)(F)F.N1(OC(N(C)C)=[N+](C)C)C2C=CC=CC=2N=N1.S(C1C=CC(C)=CC=1)(O)(=O)=O.[CH3:71][NH:72][CH2:73][CH2:74][CH2:75][CH2:76][CH:77]=[CH:78]C.C(N(C(C)C)CC)(C)C. Product: [Cl:26][C:19]1[C:20]([O:24][CH3:25])=[CH:21][CH:22]=[C:23]2[C:18]=1[N:17]=[C:16]([C:27]1[S:28][CH:29]=[C:30]([CH:32]([CH3:34])[CH3:33])[N:31]=1)[CH:15]=[C:14]2[O:13][C@@H:11]1[CH2:12][N:8]([C:6]([O:5][C:1]([CH3:3])([CH3:2])[CH3:4])=[O:7])[C@H:9]([C:35](=[O:37])[N:72]([CH2:73][CH2:74][CH2:75][CH2:76][CH:77]=[CH2:78])[CH3:71])[CH2:10]1. The catalyst class is: 39. (5) Reactant: [Cl:1][C:2]1[CH:3]=[C:4]([C:9]([C:11]([F:14])([F:13])[F:12])=[CH2:10])[CH:5]=[C:6]([Cl:8])[CH:7]=1.Cl[C:16]1[C:24]([CH3:25])=[C:23]([N+:26]([O-:28])=[O:27])[CH:22]=[CH:21][C:17]=1[CH:18]=[N:19][OH:20].C(=O)([O-])[OH:30].[K+].O. Product: [CH:16]([O:30][CH:9]([CH3:10])[CH3:11])([CH3:24])[CH3:17].[Cl:1][C:2]1[CH:3]=[C:4]([C:9]2([C:11]([F:14])([F:12])[F:13])[O:20][N:19]=[C:18]([C:17]3[CH:21]=[CH:22][C:23]([N+:26]([O-:28])=[O:27])=[C:24]([CH3:25])[CH:16]=3)[CH2:10]2)[CH:5]=[C:6]([Cl:8])[CH:7]=1. The catalyst class is: 7. (6) Reactant: [CH3:1][C:2]1[C:11]2[C:6](=[CH:7][CH:8]=[CH:9][CH:10]=2)[C:5]([C:12]([O:14][CH3:15])=[O:13])=[CH:4][CH:3]=1.[Br:16]N1C(=O)CCC1=O.CC(N=NC(C#N)(C)C)(C#N)C. Product: [Br:16][CH2:1][C:2]1[C:11]2[C:6](=[CH:7][CH:8]=[CH:9][CH:10]=2)[C:5]([C:12]([O:14][CH3:15])=[O:13])=[CH:4][CH:3]=1. The catalyst class is: 53. (7) Reactant: [CH2:1]([O:3][C:4]([CH:6]1[CH2:13][CH:12]2[N:14]([CH2:15][C:16]([O:18][CH2:19][CH3:20])=[O:17])[CH:8]([CH2:9][CH:10]([OH:21])[CH2:11]2)[CH2:7]1)=[O:5])[CH3:2].[CH3:22][S:23]([OH:26])(=[O:25])=[O:24].[O:27]1[CH:32]=[CH:31][CH2:30][CH2:29][CH2:28]1.COC(C)(C)C. Product: [CH3:22][S:23]([OH:26])(=[O:25])=[O:24].[CH2:1]([O:3][C:4]([CH:6]1[CH2:13][CH:12]2[N:14]([CH2:15][C:16]([O:18][CH2:19][CH3:20])=[O:17])[CH:8]([CH2:9][CH:10]([O:21][CH:28]3[CH2:29][CH2:30][CH2:31][CH2:32][O:27]3)[CH2:11]2)[CH2:7]1)=[O:5])[CH3:2]. The catalyst class is: 57. (8) Reactant: [C:1]1([C:7]2[NH:8][C:9]3[C:14]([CH:15]=2)=[CH:13][CH:12]=[C:11]([CH2:16][OH:17])[CH:10]=3)[CH:6]=[CH:5][CH:4]=[CH:3][CH:2]=1.N1C=CC=CC=1.[C:24](OC(=O)C)(=[O:26])[CH3:25].Cl. The catalyst class is: 2. Product: [C:24]([O:17][CH2:16][C:11]1[CH:10]=[C:9]2[C:14]([CH:15]=[C:7]([C:1]3[CH:2]=[CH:3][CH:4]=[CH:5][CH:6]=3)[NH:8]2)=[CH:13][CH:12]=1)(=[O:26])[CH3:25]. (9) Reactant: [N+:1]([C:4]1[CH:5]=[CH:6][C:7]([O:10][CH:11]2[CH2:14][CH:13]([C:15]([O:17][CH2:18][CH2:19][C:20]3[CH:25]=[CH:24][CH:23]=[CH:22][CH:21]=3)=[O:16])[CH2:12]2)=[N:8][CH:9]=1)([O-])=O. Product: [NH2:1][C:4]1[CH:5]=[CH:6][C:7]([O:10][CH:11]2[CH2:12][CH:13]([C:15]([O:17][CH2:18][CH2:19][C:20]3[CH:21]=[CH:22][CH:23]=[CH:24][CH:25]=3)=[O:16])[CH2:14]2)=[N:8][CH:9]=1. The catalyst class is: 63. (10) Reactant: [CH2:1]([O:8][CH2:9][CH2:10][C@H:11]([NH2:28])[C:12]1[N:16]([C:17]2[CH:22]=[CH:21][CH:20]=[CH:19][N:18]=2)[C:15]2[CH:23]=[C:24]([F:27])[CH:25]=[CH:26][C:14]=2[N:13]=1)[C:2]1[CH:7]=[CH:6][CH:5]=[CH:4][CH:3]=1.Cl[C:30]1[N:38]=[CH:37][N:36]=[C:35]2[C:31]=1[N:32]=[CH:33][N:34]2C1CCCCO1.CCN(C(C)C)C(C)C. Product: [CH2:1]([O:8][CH2:9][CH2:10][C@H:11]([NH:28][C:30]1[N:38]=[CH:37][N:36]=[C:35]2[C:31]=1[NH:32][CH:33]=[N:34]2)[C:12]1[N:16]([C:17]2[CH:22]=[CH:21][CH:20]=[CH:19][N:18]=2)[C:15]2[CH:23]=[C:24]([F:27])[CH:25]=[CH:26][C:14]=2[N:13]=1)[C:2]1[CH:7]=[CH:6][CH:5]=[CH:4][CH:3]=1. The catalyst class is: 41.